Dataset: Peptide-MHC class I binding affinity with 185,985 pairs from IEDB/IMGT. Task: Regression. Given a peptide amino acid sequence and an MHC pseudo amino acid sequence, predict their binding affinity value. This is MHC class I binding data. The peptide sequence is QIFNIISYII. The MHC is HLA-A02:01 with pseudo-sequence HLA-A02:01. The binding affinity (normalized) is 0.457.